From a dataset of Forward reaction prediction with 1.9M reactions from USPTO patents (1976-2016). Predict the product of the given reaction. (1) Given the reactants [Br:1][C:2]1[CH:3]=[C:4]2[C:13](=[CH:14][CH:15]=1)[CH:12]1[CH2:16][CH:10]([CH2:11]1)[N:9]1[C:5]2=[N:6][C:7]([I:18])=[C:8]1I.CC[Mg+].[Br-], predict the reaction product. The product is: [Br:1][C:2]1[CH:3]=[C:4]2[C:13](=[CH:14][CH:15]=1)[CH:12]1[CH2:11][CH:10]([CH2:16]1)[N:9]1[C:5]2=[N:6][C:7]([I:18])=[CH:8]1. (2) Given the reactants [OH:1][C:2]1[CH:7]=[C:6]([CH3:8])[C:5]([C:9]2[CH:14]=[CH:13][CH:12]=[C:11]([CH2:15][O:16][C:17]3[CH:22]=[CH:21][C:20]([C:23]4([CH2:27][C:28]([O:30][CH2:31][CH3:32])=[O:29])[CH2:26][O:25][CH2:24]4)=[CH:19][CH:18]=3)[CH:10]=2)=[C:4]([CH3:33])[CH:3]=1.CC1C=CC(S(O[CH2:45][C@@H:46]2[CH2:50][CH2:49][O:48][CH2:47]2)(=O)=O)=CC=1.C(=O)([O-])[O-].[Cs+].[Cs+], predict the reaction product. The product is: [CH3:8][C:6]1[CH:7]=[C:2]([O:1][CH2:45][C@@H:46]2[CH2:50][CH2:49][O:48][CH2:47]2)[CH:3]=[C:4]([CH3:33])[C:5]=1[C:9]1[CH:14]=[CH:13][CH:12]=[C:11]([CH2:15][O:16][C:17]2[CH:22]=[CH:21][C:20]([C:23]3([CH2:27][C:28]([O:30][CH2:31][CH3:32])=[O:29])[CH2:24][O:25][CH2:26]3)=[CH:19][CH:18]=2)[CH:10]=1. (3) Given the reactants C(O)(C(F)(F)F)=O.[F:8][C:9]1[CH:14]=[CH:13][C:12]([C:15]2[N:16]=[C:17]([C@@H:20]3[CH2:25][N:24](C(OC)=O)[C@H:23]([CH3:30])[CH2:22][CH2:21]3)[O:18][CH:19]=2)=[CH:11][CH:10]=1, predict the reaction product. The product is: [F:8][C:9]1[CH:14]=[CH:13][C:12]([C:15]2[N:16]=[C:17]([C@@H:20]3[CH2:25][NH:24][C@H:23]([CH3:30])[CH2:22][CH2:21]3)[O:18][CH:19]=2)=[CH:11][CH:10]=1. (4) Given the reactants [Na].C([O:8][CH2:9][C:10]1[S:11][C:12]2[C:17]([N:18]=1)=[CH:16][C:15]([NH:19][C:20](=[O:34])[C:21]1[CH:26]=[CH:25][C:24](/[CH:27]=[CH:28]/[C:29]([F:32])([F:31])[F:30])=[CH:23][C:22]=1[CH3:33])=[CH:14][N:13]=2)(=O)C(C)(C)C, predict the reaction product. The product is: [OH:8][CH2:9][C:10]1[S:11][C:12]2[C:17]([N:18]=1)=[CH:16][C:15]([NH:19][C:20](=[O:34])[C:21]1[CH:26]=[CH:25][C:24](/[CH:27]=[CH:28]/[C:29]([F:32])([F:30])[F:31])=[CH:23][C:22]=1[CH3:33])=[CH:14][N:13]=2. (5) Given the reactants [CH3:1][C:2]1[C:10]2[C:5](=[CH:6][CH:7]=[C:8]([C:11]#[C:12][Si](C)(C)C)[CH:9]=2)[NH:4][N:3]=1.C([O-])([O-])=O.[K+].[K+].CO, predict the reaction product. The product is: [C:11]([C:8]1[CH:9]=[C:10]2[C:5](=[CH:6][CH:7]=1)[NH:4][N:3]=[C:2]2[CH3:1])#[CH:12]. (6) Given the reactants CN(C(ON1N=NC2C=CC=NC1=2)=[N+](C)C)C.F[P-](F)(F)(F)(F)F.[C@@H:25]12[CH2:30][C@@H:29]1[CH2:28][C@@H:27]([C:31]1[NH:32][C:33]([C:36]3[CH:37]=[C:38]4[C:43](=[CH:44][CH:45]=3)[CH:42]=[C:41]([C:46]3[CH:51]=[CH:50][C:49]([C:52]5[NH:56][C:55]([CH:57]6[CH2:62][C@@H:61]7[C@@H:59]([CH2:60]7)[N:58]6[C:63]([O:65][CH2:66][C:67]6[CH:72]=[CH:71][CH:70]=[CH:69][CH:68]=6)=[O:64])=[N:54][CH:53]=5)=[CH:48][CH:47]=3)[CH:40]=[CH:39]4)=[CH:34][N:35]=1)[NH:26]2.[CH3:73][O:74][C:75]([NH:77][C@@H:78]([CH:82]([CH3:84])[CH3:83])[C:79](O)=[O:80])=[O:76].CCN(C(C)C)C(C)C, predict the reaction product. The product is: [CH3:73][O:74][C:75]([NH:77][C@@H:78]([CH:82]([CH3:84])[CH3:83])[C:79]([N:26]1[C@H:27]([C:31]2[NH:32][C:33]([C:36]3[CH:37]=[C:38]4[C:43](=[CH:44][CH:45]=3)[CH:42]=[C:41]([C:46]3[CH:47]=[CH:48][C:49]([C:52]5[NH:56][C:55]([CH:57]6[CH2:62][C@@H:61]7[C@@H:59]([CH2:60]7)[N:58]6[C:63]([O:65][CH2:66][C:67]6[CH:68]=[CH:69][CH:70]=[CH:71][CH:72]=6)=[O:64])=[N:54][CH:53]=5)=[CH:50][CH:51]=3)[CH:40]=[CH:39]4)=[CH:34][N:35]=2)[CH2:28][C@@H:29]2[C@H:25]1[CH2:30]2)=[O:80])=[O:76].